This data is from Catalyst prediction with 721,799 reactions and 888 catalyst types from USPTO. The task is: Predict which catalyst facilitates the given reaction. (1) The catalyst class is: 6. Product: [CH:5]1[C:6]([C@H:7]2[CH2:8][O:9][C:10]3[CH:11]=[C:12]([OH:18])[CH:13]=[CH:14][C:15]=3[CH2:16]2)=[CH:1][CH:2]=[C:3]([OH:19])[CH:4]=1. Reactant: [CH:1]1[C:6]([C:7]2[C:16](=O)[C:15]3[CH:14]=[CH:13][C:12]([OH:18])=[CH:11][C:10]=3[O:9][CH:8]=2)=[CH:5][CH:4]=[C:3]([OH:19])[CH:2]=1. (2) Reactant: [CH2:1]([O:3][C:4]1[CH:5]=[C:6]2[C:11](=[C:12]([NH2:14])[N:13]=1)[N:10]=[CH:9][CH:8]=[CH:7]2)[CH3:2].C(O)(=O)C.[Br:19]Br.C([O-])(O)=O.[Na+]. Product: [Br:19][C:5]1[C:4]([O:3][CH2:1][CH3:2])=[N:13][C:12]([NH2:14])=[C:11]2[C:6]=1[CH:7]=[CH:8][CH:9]=[N:10]2. The catalyst class is: 53.